This data is from Reaction yield outcomes from USPTO patents with 853,638 reactions. The task is: Predict the reaction yield, written as a fraction of the theoretical maximum amount of product (1.0 means a 100% yield; for example, 0.34 means a 34% yield). The reactants are [NH2:1][C:2]1[N:7]=[C:6]([OH:8])[CH:5]=[CH:4][C:3]=1[Br:9].[OH-].[K+].[CH3:12]OS(OC)(=O)=O. The catalyst is CC(C)=O. The product is [Br:9][C:3]1[C:2]([NH2:1])=[N:7][C:6]([O:8][CH3:12])=[CH:5][CH:4]=1. The yield is 0.280.